Regression. Given two drug SMILES strings and cell line genomic features, predict the synergy score measuring deviation from expected non-interaction effect. From a dataset of NCI-60 drug combinations with 297,098 pairs across 59 cell lines. (1) Drug 1: C1=NC2=C(N1)C(=S)N=C(N2)N. Drug 2: C1C(C(OC1N2C=NC(=NC2=O)N)CO)O. Cell line: COLO 205. Synergy scores: CSS=31.7, Synergy_ZIP=-0.466, Synergy_Bliss=-0.258, Synergy_Loewe=-7.98, Synergy_HSA=1.49. (2) Cell line: OVCAR-8. Drug 1: CC(C1=C(C=CC(=C1Cl)F)Cl)OC2=C(N=CC(=C2)C3=CN(N=C3)C4CCNCC4)N. Synergy scores: CSS=-0.449, Synergy_ZIP=-1.14, Synergy_Bliss=-0.0439, Synergy_Loewe=-2.10, Synergy_HSA=-0.770. Drug 2: C1=NC(=NC(=O)N1C2C(C(C(O2)CO)O)O)N. (3) Drug 1: C1=C(C(=O)NC(=O)N1)N(CCCl)CCCl. Cell line: CCRF-CEM. Synergy scores: CSS=68.9, Synergy_ZIP=0.195, Synergy_Bliss=-0.773, Synergy_Loewe=-1.39, Synergy_HSA=0.992. Drug 2: CC=C1C(=O)NC(C(=O)OC2CC(=O)NC(C(=O)NC(CSSCCC=C2)C(=O)N1)C(C)C)C(C)C. (4) Drug 1: CC1=C(C=C(C=C1)NC2=NC=CC(=N2)N(C)C3=CC4=NN(C(=C4C=C3)C)C)S(=O)(=O)N.Cl. Drug 2: C(CCl)NC(=O)N(CCCl)N=O. Cell line: UO-31. Synergy scores: CSS=0.475, Synergy_ZIP=-1.72, Synergy_Bliss=-1.96, Synergy_Loewe=-2.23, Synergy_HSA=-1.43. (5) Drug 1: CC1=CC2C(CCC3(C2CCC3(C(=O)C)OC(=O)C)C)C4(C1=CC(=O)CC4)C. Synergy scores: CSS=63.3, Synergy_ZIP=8.48, Synergy_Bliss=10.3, Synergy_Loewe=-63.6, Synergy_HSA=10.5. Cell line: NCI-H522. Drug 2: CC=C1C(=O)NC(C(=O)OC2CC(=O)NC(C(=O)NC(CSSCCC=C2)C(=O)N1)C(C)C)C(C)C. (6) Drug 1: C1=CN(C(=O)N=C1N)C2C(C(C(O2)CO)O)O.Cl. Drug 2: C1C(C(OC1N2C=NC3=C2NC=NCC3O)CO)O. Cell line: U251. Synergy scores: CSS=12.4, Synergy_ZIP=-5.68, Synergy_Bliss=-6.46, Synergy_Loewe=-15.8, Synergy_HSA=-6.38.